Dataset: Full USPTO retrosynthesis dataset with 1.9M reactions from patents (1976-2016). Task: Predict the reactants needed to synthesize the given product. (1) Given the product [Cl:6][C:7]1[CH:11]=[C:10]([CH:12]=[CH2:1])[NH:9][C:8]=1[C:14]([O:16][CH3:17])=[O:15], predict the reactants needed to synthesize it. The reactants are: [CH2:1]([Li])CCC.[Cl:6][C:7]1[CH:11]=[C:10]([CH:12]=O)[NH:9][C:8]=1[C:14]([O:16][CH3:17])=[O:15]. (2) Given the product [NH2:25][C@@H:17]([CH2:18][S:19][S:20][C:21]([CH3:24])([CH3:23])[CH3:22])[C:16]([NH:15][CH2:8][C:9]1[CH:10]=[CH:11][CH:12]=[CH:13][CH:14]=1)=[O:33], predict the reactants needed to synthesize it. The reactants are: FC(F)(F)C(O)=O.[CH2:8]([NH:15][C:16](=[O:33])[C@@H:17]([NH:25]C(=O)OC(C)(C)C)[CH2:18][S:19][S:20][C:21]([CH3:24])([CH3:23])[CH3:22])[C:9]1[CH:14]=[CH:13][CH:12]=[CH:11][CH:10]=1. (3) The reactants are: [Li+].CC([N-]C(C)C)C.[CH3:9][O:10][C:11](=[O:16])/[CH:12]=[CH:13]/[O:14][CH3:15].[C:17]1([CH2:23][CH2:24][CH2:25]C=O)[CH:22]=[CH:21][CH:20]=[CH:19][CH:18]=1.Cl. Given the product [CH3:15][O:14][C:13]1[CH:9]([CH2:25][CH2:24][CH2:23][C:17]2[CH:22]=[CH:21][CH:20]=[CH:19][CH:18]=2)[O:10][C:11](=[O:16])[CH:12]=1, predict the reactants needed to synthesize it. (4) Given the product [Br:8][C:6]1[CH:7]=[C:2]([N:12]2[CH2:13][CH2:14][CH2:15][N:10]([CH3:9])[S:11]2(=[O:17])=[O:16])[CH:3]=[N:4][CH:5]=1, predict the reactants needed to synthesize it. The reactants are: Br[C:2]1[CH:3]=[N:4][CH:5]=[C:6]([Br:8])[CH:7]=1.[CH3:9][N:10]1[CH2:15][CH2:14][CH2:13][NH:12][S:11]1(=[O:17])=[O:16]. (5) Given the product [Cl:1][C:2]1[C:11]2[C:6](=[CH:7][CH:8]=[CH:9][CH:10]=2)[C:5]([O:12][CH2:14][CH2:15][O:16][CH3:17])=[CH:4][N:3]=1, predict the reactants needed to synthesize it. The reactants are: [Cl:1][C:2]1[C:11]2[C:6](=[CH:7][CH:8]=[CH:9][CH:10]=2)[C:5]([OH:12])=[CH:4][N:3]=1.Br[CH2:14][CH2:15][O:16][CH3:17].C(=O)([O-])[O-].[K+].[K+].CN(C=O)C. (6) Given the product [CH2:1]([O:3][C:4](=[O:26])[CH2:5][N:6]1[CH2:7][CH:8]([C:19]2[CH:24]=[CH:23][CH:22]=[CH:21][C:20]=2[Br:25])[C:9]2[CH:17]=[C:16]([Cl:18])[CH:15]=[CH:14][C:10]=2[CH:11]([CH2:28][CH:27]([CH3:30])[CH3:29])[C:12]1=[O:13])[CH3:2], predict the reactants needed to synthesize it. The reactants are: [CH2:1]([O:3][C:4](=[O:26])[CH2:5][N:6]1[C:12](=[O:13])[CH2:11][C:10]2[CH:14]=[CH:15][C:16]([Cl:18])=[CH:17][C:9]=2[CH:8]([C:19]2[CH:24]=[CH:23][CH:22]=[CH:21][C:20]=2[Br:25])[CH2:7]1)[CH3:2].[C:27](N=P(N=P(N(C)C)(N(C)C)N(C)C)(N=P(N(C)C)(N(C)C)N(C)C)N=P(N(C)C)(N(C)C)N(C)C)([CH3:30])([CH3:29])[CH3:28].CCCCCC.ICC(C)C.Cl. (7) Given the product [Br:1][C:2]1[CH:3]=[N:4][C:5]2[N:6]([N:8]=[C:9]([C:11]([N:25]3[CH2:26][CH2:27][C:28]4[O:32][C:31]([C:33]([F:36])([F:34])[F:35])=[N:30][C:29]=4[CH:24]3[CH3:23])=[O:12])[CH:10]=2)[CH:7]=1, predict the reactants needed to synthesize it. The reactants are: [Br:1][C:2]1[CH:3]=[N:4][C:5]2[N:6]([N:8]=[C:9]([C:11](N3CCC4C=CNC=4C3C)=[O:12])[CH:10]=2)[CH:7]=1.[CH3:23][CH:24]1[C:29]2[N:30]=[C:31]([C:33]([F:36])([F:35])[F:34])[O:32][C:28]=2[CH2:27][CH2:26][NH:25]1.